Dataset: Catalyst prediction with 721,799 reactions and 888 catalyst types from USPTO. Task: Predict which catalyst facilitates the given reaction. (1) Reactant: [F:1][C:2]1[CH:15]=[C:14]([C:16]2[N:21]=[C:20]3[N:22]([CH2:25][C:26]4[CH:27]=[C:28]5[C:33](=[CH:34][CH:35]=4)[N:32]=[CH:31][CH:30]=[CH:29]5)[N:23]=[N:24][C:19]3=[CH:18][CH:17]=2)[CH:13]=[CH:12][C:3]=1[C:4]([NH:6][C:7]1[N:11]=[CH:10][NH:9][N:8]=1)=[O:5].CCOCC.[ClH:41]. Product: [ClH:41].[F:1][C:2]1[CH:15]=[C:14]([C:16]2[N:21]=[C:20]3[N:22]([CH2:25][C:26]4[CH:27]=[C:28]5[C:33](=[CH:34][CH:35]=4)[N:32]=[CH:31][CH:30]=[CH:29]5)[N:23]=[N:24][C:19]3=[CH:18][CH:17]=2)[CH:13]=[CH:12][C:3]=1[C:4]([NH:6][C:7]1[N:11]=[CH:10][NH:9][N:8]=1)=[O:5]. The catalyst class is: 1. (2) Reactant: Br[CH2:2][C:3]([C:5]1[CH:10]=[CH:9][C:8]([NH:11][S:12]([C:15]([F:18])([F:17])[F:16])(=[O:14])=[O:13])=[CH:7][C:6]=1[Cl:19])=O.[NH2:20][C:21]1[CH:26]=[C:25]([C:27](=[S:29])[NH2:28])[CH:24]=[CH:23][N:22]=1. Product: [NH2:20][C:21]1[CH:26]=[C:25]([C:27]2[S:29][C:3]([C:5]3[CH:10]=[CH:9][C:8]([NH:11][S:12]([C:15]([F:18])([F:17])[F:16])(=[O:14])=[O:13])=[CH:7][C:6]=3[Cl:19])=[CH:2][N:28]=2)[CH:24]=[CH:23][N:22]=1. The catalyst class is: 8.